Dataset: Reaction yield outcomes from USPTO patents with 853,638 reactions. Task: Predict the reaction yield, written as a fraction of the theoretical maximum amount of product (1.0 means a 100% yield; for example, 0.34 means a 34% yield). (1) The reactants are [BH4-].[Na+].[CH2:3]([C:10]1[CH2:11][CH2:12][CH2:13][N:14]=1)[C:4]1[CH:9]=[CH:8][CH:7]=[CH:6][CH:5]=1.[OH-].[Na+].[C:17](O[C:17]([O:19][C:20]([CH3:23])([CH3:22])[CH3:21])=[O:18])([O:19][C:20]([CH3:23])([CH3:22])[CH3:21])=[O:18]. The catalyst is CO. The product is [C:20]([O:19][C:17]([N:14]1[CH2:13][CH2:12][CH2:11][CH:10]1[CH2:3][C:4]1[CH:9]=[CH:8][CH:7]=[CH:6][CH:5]=1)=[O:18])([CH3:23])([CH3:22])[CH3:21]. The yield is 0.340. (2) The reactants are [Cl:1][C:2]1[CH:3]=[C:4]([N:13]([CH2:23][C:24]2[CH:29]=[CH:28][C:27]([O:30][CH3:31])=[CH:26][CH:25]=2)[C:14]2[CH:15]=[C:16]([CH:20]=[CH:21][CH:22]=2)[C:17](O)=[O:18])[C:5]2[N:6]([C:8]([C:11]#[N:12])=[CH:9][N:10]=2)[N:7]=1.[CH3:32][NH:33][CH:34]1[CH2:38][CH2:37][N:36]([CH3:39])[CH2:35]1.F[P-](F)(F)(F)(F)F.N1(O[P+](N(C)C)(N(C)C)N(C)C)C2C=CC=CC=2N=N1. The catalyst is CN(C=O)C. The product is [Cl:1][C:2]1[CH:3]=[C:4]([N:13]([CH2:23][C:24]2[CH:29]=[CH:28][C:27]([O:30][CH3:31])=[CH:26][CH:25]=2)[C:14]2[CH:15]=[C:16]([CH:20]=[CH:21][CH:22]=2)[C:17]([N:33]([CH3:32])[CH:34]2[CH2:38][CH2:37][N:36]([CH3:39])[CH2:35]2)=[O:18])[C:5]2[N:6]([C:8]([C:11]#[N:12])=[CH:9][N:10]=2)[N:7]=1. The yield is 0.552. (3) The reactants are Cl.Cl.C[O:4][C:5](=[O:23])[C:6]1[C:11]([C:12]([F:15])([F:14])[F:13])=[CH:10][C:9]([NH:16][CH:17]2[CH2:22][CH2:21][NH:20][CH2:19][CH2:18]2)=[N:8][CH:7]=1.C(O)(=O)C.C(N(C(C)C)C(C)C)C.[CH2:37]([O:39][C:40]1[CH:41]=[C:42]([CH:45]=[CH:46][C:47]=1[OH:48])[CH:43]=O)[CH3:38].C([BH3-])#N.[Na+].[OH-].[Na+]. The catalyst is C(O)C. The product is [CH2:37]([O:39][C:40]1[CH:41]=[C:42]([CH:45]=[CH:46][C:47]=1[OH:48])[CH2:43][N:20]1[CH2:19][CH2:18][CH:17]([NH:16][C:9]2[CH:10]=[C:11]([C:12]([F:15])([F:14])[F:13])[C:6]([C:5]([OH:4])=[O:23])=[CH:7][N:8]=2)[CH2:22][CH2:21]1)[CH3:38]. The yield is 0.0700. (4) The product is [CH3:4][C:5]1[CH:6]=[CH:7][C:8]([C:11]2[N:15]([C:16]3[N:17]=[N:18][CH:19]=[CH:20][CH:21]=3)[N:14]=[C:13]([C:22]([OH:24])=[O:23])[CH:12]=2)=[N:9][CH:10]=1. The yield is 0.690. The catalyst is O1CCCC1.C(O)C.C(Cl)(Cl)Cl.CO. The reactants are O.[OH-].[Li+].[CH3:4][C:5]1[CH:6]=[CH:7][C:8]([C:11]2[N:15]([C:16]3[N:17]=[N:18][CH:19]=[CH:20][CH:21]=3)[N:14]=[C:13]([C:22]([O:24]CC)=[O:23])[CH:12]=2)=[N:9][CH:10]=1.O.Cl. (5) The reactants are [C:1]([C:4]1[O:5][C:6]2[CH:13]=[CH:12][C:11]([OH:14])=[C:10]([Br:15])[C:7]=2[C:8]=1[NH2:9])(=[O:3])[CH3:2].[F-].[Cs+].[CH3:18]I.O. The catalyst is C1COCC1. The product is [C:1]([C:4]1[O:5][C:6]2[CH:13]=[CH:12][C:11]([O:14][CH3:18])=[C:10]([Br:15])[C:7]=2[C:8]=1[NH2:9])(=[O:3])[CH3:2]. The yield is 0.407. (6) The reactants are [CH3:1][CH:2]([C:13]1[CH:35]=[CH:34][C:16]([CH2:17][O:18][CH2:19][CH2:20][O:21][CH2:22][CH2:23][O:24][CH2:25][CH2:26][O:27]C2CCCCO2)=[CH:15][CH:14]=1)[CH2:3][CH2:4][CH2:5][CH2:6][CH2:7][CH2:8][CH2:9][CH2:10][CH2:11][CH3:12].CC1C=CC(S(O)(=O)=O)=CC=1.O. The catalyst is CO. The product is [CH3:1][CH:2]([C:13]1[CH:14]=[CH:15][C:16]([CH2:17][O:18][CH2:19][CH2:20][O:21][CH2:22][CH2:23][O:24][CH2:25][CH2:26][OH:27])=[CH:34][CH:35]=1)[CH2:3][CH2:4][CH2:5][CH2:6][CH2:7][CH2:8][CH2:9][CH2:10][CH2:11][CH3:12]. The yield is 0.925.